From a dataset of Forward reaction prediction with 1.9M reactions from USPTO patents (1976-2016). Predict the product of the given reaction. (1) Given the reactants [CH2:1]([N:5]([S:32]([C:35]1[CH:40]=[CH:39][C:38]([CH3:41])=[CH:37][CH:36]=1)(=[O:34])=[O:33])[C@H:6]([C:29]([OH:31])=[O:30])[CH2:7][CH2:8][CH2:9][CH2:10][NH:11][C:12]([O:14]CC1C2C=CC=CC=2C2C1=CC=CC=2)=O)[CH:2]([CH3:4])[CH3:3].[CH3:42][C:43]1[CH:48]=[CH:47][C:46]([S:49]([NH:52][C@H:53](C(O)=O)[CH2:54][CH2:55][CH2:56][CH2:57][NH:58]C(OC(C)(C)C)=O)(=[O:51])=[O:50])=[CH:45][CH:44]=1, predict the reaction product. The product is: [CH3:42][C:43]1[CH:48]=[CH:47][C:46]([S:49]([NH:52][C@H:53]([C:12]([NH:11][CH2:10][CH2:9][CH2:8][CH2:7][C@H:6]([N:5]([S:32]([C:35]2[CH:40]=[CH:39][C:38]([CH3:41])=[CH:37][CH:36]=2)(=[O:34])=[O:33])[CH2:1][CH:2]([CH3:3])[CH3:4])[C:29]([OH:31])=[O:30])=[O:14])[CH2:54][CH2:55][CH2:56][CH2:57][NH2:58])(=[O:51])=[O:50])=[CH:45][CH:44]=1. (2) Given the reactants [Cl:1][C:2]1[CH:3]=[C:4]([C:12]2[CH:13]=[C:14]3[C:19](=[C:20]([C:22]([OH:24])=O)[CH:21]=2)[O:18][C:17]([CH3:26])([CH3:25])[CH:16]=[CH:15]3)[CH:5]=[CH:6][C:7]=1[C:8](=[O:11])[NH:9][CH3:10].[NH2:27][CH:28]([CH2:31][C:32]1[C:40]2[C:35](=[N:36][CH:37]=[CH:38][CH:39]=2)[NH:34][CH:33]=1)[CH2:29][OH:30].C1C=CC2N(O)N=NC=2C=1.CCN=C=NCCCN(C)C, predict the reaction product. The product is: [OH:30][CH2:29][CH:28]([NH:27][C:22]([C:20]1[CH:21]=[C:12]([C:4]2[CH:5]=[CH:6][C:7]([C:8](=[O:11])[NH:9][CH3:10])=[C:2]([Cl:1])[CH:3]=2)[CH:13]=[C:14]2[C:19]=1[O:18][C:17]([CH3:26])([CH3:25])[CH:16]=[CH:15]2)=[O:24])[CH2:31][C:32]1[C:40]2[C:35](=[N:36][CH:37]=[CH:38][CH:39]=2)[NH:34][CH:33]=1. (3) Given the reactants C(OC([N:8]([CH2:12][C:13]1[CH:14]=[C:15]([NH:19][C:20](=[O:42])[CH2:21][N:22]2[CH:26]=[C:25]([O:27][C:28]3[C:37]4[C:32](=[CH:33][C:34]([O:40][CH3:41])=[C:35]([O:38][CH3:39])[CH:36]=4)[N:31]=[CH:30][N:29]=3)[CH:24]=[N:23]2)[CH:16]=[CH:17][CH:18]=1)[CH:9]1[CH2:11][CH2:10]1)=O)(C)(C)C.FC(F)(F)C(O)=O, predict the reaction product. The product is: [CH:9]1([NH:8][CH2:12][C:13]2[CH:14]=[C:15]([NH:19][C:20](=[O:42])[CH2:21][N:22]3[CH:26]=[C:25]([O:27][C:28]4[C:37]5[C:32](=[CH:33][C:34]([O:40][CH3:41])=[C:35]([O:38][CH3:39])[CH:36]=5)[N:31]=[CH:30][N:29]=4)[CH:24]=[N:23]3)[CH:16]=[CH:17][CH:18]=2)[CH2:10][CH2:11]1. (4) Given the reactants [CH3:1][O:2][C:3](=[O:18])[CH2:4][C:5]1[C:13]2[C:8](=[CH:9][CH:10]=[CH:11][CH:12]=2)[N:7]([C:14]([O:16][CH3:17])=[O:15])[CH:6]=1.CN(C)P(=O)(N(C)C)N(C)C.C[Si]([N-][Si](C)(C)C)(C)C.[Li+].[CH3:40][CH:41]([CH2:44][CH2:45][CH3:46])[CH2:42]I, predict the reaction product. The product is: [CH3:1][O:2][C:3](=[O:18])[CH:4]([CH2:40][CH:41]([CH3:42])[CH2:44][CH2:45][CH3:46])[C:5]1[C:13]2[C:8](=[CH:9][CH:10]=[CH:11][CH:12]=2)[N:7]([C:14]([O:16][CH3:17])=[O:15])[CH:6]=1. (5) Given the reactants F[C:2]1[CH:3]=[C:4]2[C:9](=[CH:10][C:11]=1[N+:12]([O-:14])=[O:13])[NH:8][C:7](=[O:15])[N:6]([NH:16][S:17]([CH3:20])(=[O:19])=[O:18])[C:5]2=[O:21].[OH:22][CH2:23][CH2:24][NH:25][CH2:26][CH2:27][OH:28], predict the reaction product. The product is: [OH:22][CH2:23][CH2:24][N:25]([CH2:26][CH2:27][OH:28])[C:2]1[CH:3]=[C:4]2[C:9](=[CH:10][C:11]=1[N+:12]([O-:14])=[O:13])[NH:8][C:7](=[O:15])[N:6]([NH:16][S:17]([CH3:20])(=[O:19])=[O:18])[C:5]2=[O:21]. (6) The product is: [F:19][C:3]1[C:2]([C:21]#[C:20][C:22]2([OH:27])[CH2:26][CH2:25][O:24][CH2:23]2)=[CH:18][C:6]2[C:7]3[N:8]([CH:12]=[C:13]([C:15]([NH2:17])=[O:16])[N:14]=3)[CH2:9][CH2:10][O:11][C:5]=2[CH:4]=1. Given the reactants Br[C:2]1[C:3]([F:19])=[CH:4][C:5]2[O:11][CH2:10][CH2:9][N:8]3[CH:12]=[C:13]([C:15]([NH2:17])=[O:16])[N:14]=[C:7]3[C:6]=2[CH:18]=1.[C:20]([C:22]1([OH:27])[CH2:26][CH2:25][O:24][CH2:23]1)#[CH:21], predict the reaction product.